This data is from Catalyst prediction with 721,799 reactions and 888 catalyst types from USPTO. The task is: Predict which catalyst facilitates the given reaction. (1) Product: [CH3:1][O:2][C:3]1[CH:4]=[C:5]([NH:10][C:11]2[N:16]=[C:15]([N:17]3[CH:21]=[CH:20][C:19]([C:22]([F:25])([F:24])[F:23])=[N:18]3)[C:14]([C:26]3[CH:27]=[C:28]([C:34]([OH:36])=[O:35])[C:29](=[O:33])[N:30]([CH3:32])[CH:31]=3)=[CH:13][N:12]=2)[CH:6]=[C:7]([CH3:9])[CH:8]=1. The catalyst class is: 1. Reactant: [CH3:1][O:2][C:3]1[CH:4]=[C:5]([NH:10][C:11]2[N:16]=[C:15]([N:17]3[CH:21]=[CH:20][C:19]([C:22]([F:25])([F:24])[F:23])=[N:18]3)[C:14]([C:26]3[CH:27]=[C:28]([C:34]([O:36]C)=[O:35])[C:29](=[O:33])[N:30]([CH3:32])[CH:31]=3)=[CH:13][N:12]=2)[CH:6]=[C:7]([CH3:9])[CH:8]=1.O.[OH-].[Na+]. (2) Reactant: [C:1]([N:8]1[CH2:13][CH2:12][CH2:11][CH2:10][C:9]1=O)([O:3][C:4]([CH3:7])([CH3:6])[CH3:5])=[O:2].[Br:15][C:16]1[CH:21]=[CH:20][CH:19]=[C:18]([NH:22][NH2:23])[N:17]=1. Product: [Br:15][C:16]1[N:17]=[C:18]([NH:22][N:23]=[C:11]2[CH2:12][CH2:13][N:8]([C:1]([O:3][C:4]([CH3:7])([CH3:6])[CH3:5])=[O:2])[CH2:9][CH2:10]2)[CH:19]=[CH:20][CH:21]=1. The catalyst class is: 5. (3) Reactant: [C:1]([O:4][C@@H:5]1[CH2:10][C@H:9]([C:11]2[CH:16]=[CH:15][N:14]=[CH:13][C:12]=2[N+:17]([O-])=O)[O:8][C@@H:7]2[CH2:20][CH2:21][CH2:22][C@:6]12[OH:23])(=[O:3])[CH3:2]. Product: [C:1]([O:4][C@H:5]1[CH2:10][C@@H:9]([C:11]2[CH:16]=[CH:15][N:14]=[CH:13][C:12]=2[NH2:17])[O:8][C@H:7]2[CH2:20][CH2:21][CH2:22][C@@:6]12[OH:23])(=[O:3])[CH3:2].[C:1]([O:4][C@@H:5]1[CH2:10][C@H:9]([C:11]2[CH:16]=[CH:15][N:14]=[CH:13][C:12]=2[NH2:17])[O:8][C@@H:7]2[CH2:20][CH2:21][CH2:22][C@:6]12[OH:23])(=[O:3])[CH3:2]. The catalyst class is: 50. (4) Reactant: [C:1]([O:5][C:6](=[O:23])[NH:7][C@H:8]([C:16]1[NH:17][C:18]([Cl:22])=[C:19](Br)[N:20]=1)[CH2:9][C:10]1[CH:15]=[CH:14][CH:13]=[CH:12][CH:11]=1)([CH3:4])([CH3:3])[CH3:2].C1C(=O)N(Cl)C(=O)C1. Product: [C:1]([O:5][C:6](=[O:23])[NH:7][C@H:8]([C:16]1[NH:20][CH:19]=[C:18]([Cl:22])[N:17]=1)[CH2:9][C:10]1[CH:15]=[CH:14][CH:13]=[CH:12][CH:11]=1)([CH3:4])([CH3:2])[CH3:3]. The catalyst class is: 10. (5) Reactant: [CH3:1][O:2][C:3]1[CH:4]=[C:5]2[C:10](=[CH:11][C:12]=1[O:13][CH3:14])[N:9]=[CH:8][CH:7]=[C:6]2[O:15][C:16]1[CH:22]=[CH:21][C:19]([NH2:20])=[CH:18][CH:17]=1.Cl[C:24](Cl)([O:26][C:27](=[O:33])OC(Cl)(Cl)Cl)Cl.[C:35]1(CO)[CH:40]=[CH:39][CH:38]=[CH:37][CH:36]=1.C(=O)(O)[O-].[Na+]. Product: [CH3:1][O:2][C:3]1[CH:4]=[C:5]2[C:10](=[CH:11][C:12]=1[O:13][CH3:14])[N:9]=[CH:8][CH:7]=[C:6]2[O:15][C:16]1[CH:22]=[CH:21][C:19]([NH:20][C:27](=[O:33])[O:26][CH2:24][C:35]2[CH:40]=[CH:39][CH:38]=[CH:37][CH:36]=2)=[CH:18][CH:17]=1. The catalyst class is: 208.